From a dataset of Forward reaction prediction with 1.9M reactions from USPTO patents (1976-2016). Predict the product of the given reaction. (1) Given the reactants C(O[C:4]([C:6]1[C:7]([N:19]([CH2:21][CH3:22])[CH3:20])=[N:8][C:9]([N:13]2[CH2:18][CH2:17][O:16][CH2:15][CH2:14]2)=[CH:10][C:11]=1[CH3:12])=[O:5])C.[F:23][C:24]1[CH:31]=[CH:30][C:27]([CH2:28][NH2:29])=[CH:26][CH:25]=1.C[Al](C)C.[OH-].[Na+], predict the reaction product. The product is: [CH2:21]([N:19]([CH3:20])[C:7]1[C:6]([C:4]([NH:29][CH2:28][C:27]2[CH:30]=[CH:31][C:24]([F:23])=[CH:25][CH:26]=2)=[O:5])=[C:11]([CH3:12])[CH:10]=[C:9]([N:13]2[CH2:14][CH2:15][O:16][CH2:17][CH2:18]2)[N:8]=1)[CH3:22]. (2) Given the reactants Cl.[Cl:2][C:3]1[CH:4]=[C:5]([CH:10]([C:12]2[O:16][CH:15]=[N:14][CH:13]=2)[NH2:11])[CH:6]=[CH:7][C:8]=1[Cl:9].C(Cl)Cl.C1N=CN([C:25](N2C=NC=C2)=[O:26])C=1.[O:32]1[CH2:37][CH2:36][CH:35]([NH:38][C:39]2[N:40]=[CH:41][C:42]3[CH2:48][CH2:47][NH:46][CH2:45][C:43]=3[N:44]=2)[CH2:34][CH2:33]1, predict the reaction product. The product is: [Cl:2][C:3]1[CH:4]=[C:5]([CH:10]([C:12]2[O:16][CH:15]=[N:14][CH:13]=2)[NH:11][C:25]([N:46]2[CH2:47][CH2:48][C:42]3[CH:41]=[N:40][C:39]([NH:38][CH:35]4[CH2:34][CH2:33][O:32][CH2:37][CH2:36]4)=[N:44][C:43]=3[CH2:45]2)=[O:26])[CH:6]=[CH:7][C:8]=1[Cl:9]. (3) Given the reactants CN(C)CCCN=C=NCC.Cl.Cl.[NH2:14][CH2:15][CH2:16][NH:17][C:18]1[N:23]=[CH:22][C:21](/[CH:24]=[CH:25]/[C:26]([O:28][CH2:29][CH3:30])=[O:27])=[CH:20][C:19]=1[Cl:31].[Cl:32][C:33]1[CH:41]=[CH:40][C:36]([C:37](O)=[O:38])=[CH:35][CH:34]=1.C1C=CC2N(O)N=NC=2C=1.C(=O)([O-])O.[Na+], predict the reaction product. The product is: [Cl:31][C:19]1[CH:20]=[C:21](/[CH:24]=[CH:25]/[C:26]([O:28][CH2:29][CH3:30])=[O:27])[CH:22]=[N:23][C:18]=1[NH:17][CH2:16][CH2:15][NH:14][C:37](=[O:38])[C:36]1[CH:40]=[CH:41][C:33]([Cl:32])=[CH:34][CH:35]=1. (4) Given the reactants [CH3:1][N:2]([CH2:4][CH:5]1[CH2:14][CH2:13][C:12]2[C:7](=[CH:8][CH:9]=[C:10]([OH:15])[CH:11]=2)[CH2:6]1)[CH3:3].Cl[CH2:17][C:18]1[O:19][C:20]([C:23]2[CH:28]=[CH:27][CH:26]=[CH:25][CH:24]=2)=[N:21][N:22]=1.C(=O)([O-])[O-].[K+].[K+], predict the reaction product. The product is: [CH3:3][N:2]([CH2:4][CH:5]1[CH2:14][CH2:13][C:12]2[C:7](=[CH:8][CH:9]=[C:10]([O:15][CH2:17][C:18]3[O:19][C:20]([C:23]4[CH:24]=[CH:25][CH:26]=[CH:27][CH:28]=4)=[N:21][N:22]=3)[CH:11]=2)[CH2:6]1)[CH3:1]. (5) Given the reactants [CH2:1]=[CH:2][C:3]1[CH:8]=[CH:7][CH:6]=[CH:5][CH:4]=1.Cl[S:10]([OH:13])(=[O:12])=[O:11].ClCCl, predict the reaction product. The product is: [CH:1]([S:10]([OH:13])(=[O:12])=[O:11])=[CH:2][C:3]1[CH:8]=[CH:7][CH:6]=[CH:5][CH:4]=1. (6) The product is: [CH3:25][C:2]1([CH3:1])[O:7][C:6]2[C:8]3[C:13]([CH2:14][CH2:15][CH3:16])=[CH:12][C:11](=[O:17])[O:10][C:9]=3[CH:18]=[C:19]([OH:20])[C:5]=2[CH:4]=[CH:3]1. Given the reactants [CH3:1][C:2]1([CH3:25])[O:7][C:6]2[C:8]3[C:13]([CH2:14][CH2:15][CH3:16])=[CH:12][C:11](=[O:17])[O:10][C:9]=3[CH:18]=[C:19]([O:20]C(=O)CC)[C:5]=2[CH:4]=[CH:3]1.C([O-])(O)=O.[Na+].O, predict the reaction product.